This data is from Retrosynthesis with 50K atom-mapped reactions and 10 reaction types from USPTO. The task is: Predict the reactants needed to synthesize the given product. Given the product COc1cnc(Nc2ccc(N3CCN(C)CC3)cc2)nc1Oc1cccc(N)c1, predict the reactants needed to synthesize it. The reactants are: COc1cnc(Nc2ccc(N3CCN(C)CC3)cc2)nc1Oc1cccc([N+](=O)[O-])c1.